This data is from Reaction yield outcomes from USPTO patents with 853,638 reactions. The task is: Predict the reaction yield, written as a fraction of the theoretical maximum amount of product (1.0 means a 100% yield; for example, 0.34 means a 34% yield). (1) The product is [F:13][C:14]1[C:15]([F:21])=[C:16]([CH3:20])[CH:17]=[CH:18][C:19]=1[B:26]1[O:30][C:29]([CH3:32])([CH3:31])[C:28]([CH3:34])([CH3:33])[O:27]1. The reactants are C([Li])CCC.C(NC(C)C)(C)C.[F:13][C:14]1[CH:19]=[CH:18][CH:17]=[C:16]([CH3:20])[C:15]=1[F:21].C(O[B:26]1[O:30][C:29]([CH3:32])([CH3:31])[C:28]([CH3:34])([CH3:33])[O:27]1)(C)C. The catalyst is C1COCC1.CCOCC. The yield is 0.500. (2) The reactants are [CH3:1][O:2][C:3]([C:5]1[S:6][C:7]([C:11]#[C:12][C:13]([CH3:16])([CH3:15])[CH3:14])=[CH:8][C:9]=1[NH2:10])=[O:4].[CH3:17][C@H:18]1[CH2:23][CH2:22][C@H:21]([C:24](Cl)=[O:25])[CH2:20][CH2:19]1. The catalyst is ClCCCl. The product is [CH3:1][O:2][C:3]([C:5]1[S:6][C:7]([C:11]#[C:12][C:13]([CH3:16])([CH3:15])[CH3:14])=[CH:8][C:9]=1[NH:10][C:24]([C@H:21]1[CH2:22][CH2:23][C@H:18]([CH3:17])[CH2:19][CH2:20]1)=[O:25])=[O:4]. The yield is 0.950. (3) The reactants are I[CH2:2][C@@H:3]([CH3:18])[CH2:4][N:5]1[C:10]2[CH:11]=[C:12]([O:15][CH3:16])[CH:13]=[CH:14][C:9]=2[O:8][CH2:7][C:6]1=[O:17].[CH2:19]([O:22][CH:23]1[CH2:28][CH2:27][NH:26][CH2:25][CH2:24]1)[CH2:20][CH3:21]. The catalyst is CCCCCCC.CCOC(C)=O. The product is [CH3:16][O:15][C:12]1[CH:13]=[CH:14][C:9]2[O:8][CH2:7][C:6](=[O:17])[N:5]([CH2:4][C@H:3]([CH3:18])[CH2:2][N:26]3[CH2:27][CH2:28][CH:23]([O:22][CH2:19][CH2:20][CH3:21])[CH2:24][CH2:25]3)[C:10]=2[CH:11]=1. The yield is 0.530. (4) The product is [Cl:1][C:2]1[N:7]=[C:6]([NH:10][C:11]2[CH:15]=[C:14]([CH:16]3[CH2:18][CH2:17]3)[NH:13][N:12]=2)[C:5]([Cl:9])=[CH:4][N:3]=1. The catalyst is CCO. The yield is 0.690. The reactants are [Cl:1][C:2]1[N:7]=[C:6](Cl)[C:5]([Cl:9])=[CH:4][N:3]=1.[NH2:10][C:11]1[CH:15]=[C:14]([CH:16]2[CH2:18][CH2:17]2)[NH:13][N:12]=1.C(N(CC)CC)C. (5) The reactants are [F:1][C:2]1[CH:3]=[CH:4][C:5](O)=[C:6]([C:8]2([CH2:23][OH:24])[C:16]3[C:11](=[CH:12][CH:13]=[CH:14][CH:15]=3)[N:10]([CH2:17][CH2:18][CH2:19][CH2:20][CH3:21])[C:9]2=[O:22])[CH:7]=1.C1(CCN2C3C(=CC=CC=3)C(C3C(O)=CC4OCOC=4C=3)(CO)C2=O)CC1. No catalyst specified. The product is [F:1][C:2]1[CH:3]=[CH:4][C:5]2[O:24][CH2:23][C:8]3([C:16]4[C:11](=[CH:12][CH:13]=[CH:14][CH:15]=4)[N:10]([CH2:17][CH2:18][CH2:19][CH2:20][CH3:21])[C:9]3=[O:22])[C:6]=2[CH:7]=1. The yield is 0.0300. (6) The reactants are Br[C:2]1[C:3]([F:19])=[CH:4][C:5]2[O:11][CH2:10][CH2:9][N:8]3[CH:12]=[C:13]([C:15]([NH2:17])=[O:16])[N:14]=[C:7]3[C:6]=2[CH:18]=1.[N:20]1([C:24](=[O:30])[C:25]([OH:29])([CH3:28])[C:26]#[CH:27])[CH2:23][CH2:22][CH2:21]1. No catalyst specified. The product is [N:20]1([C:24](=[O:30])[C:25]([OH:29])([CH3:28])[C:26]#[C:27][C:2]2[C:3]([F:19])=[CH:4][C:5]3[O:11][CH2:10][CH2:9][N:8]4[CH:12]=[C:13]([C:15]([NH2:17])=[O:16])[N:14]=[C:7]4[C:6]=3[CH:18]=2)[CH2:21][CH2:22][CH2:23]1. The yield is 0.220. (7) The reactants are I[C:2]1[CH:7]=[CH:6][C:5]([CH3:8])=[CH:4][CH:3]=1.[Cl:9][C:10]1[CH:11]=[C:12]([C:18]([F:21])([F:20])[F:19])[CH:13]=[C:14]([Cl:17])[C:15]=1F.O. The catalyst is C1C=CC=CC=1.C([Li])CCC.CCCCCC.C(OCC)C. The product is [Cl:9][C:10]1[CH:11]=[C:12]([C:18]([F:21])([F:20])[F:19])[CH:13]=[C:14]([Cl:17])[C:15]=1[C:2]1[CH:7]=[CH:6][C:5]([CH3:8])=[CH:4][CH:3]=1. The yield is 0.850.